This data is from Reaction yield outcomes from USPTO patents with 853,638 reactions. The task is: Predict the reaction yield, written as a fraction of the theoretical maximum amount of product (1.0 means a 100% yield; for example, 0.34 means a 34% yield). (1) The yield is 0.640. The catalyst is C1COCC1. The product is [CH2:1]([O:3][C:4](=[O:8])[C:5]([C:22]1[N:20]2[CH:21]=[C:16]([C:15]([C:26]3[CH:27]=[CH:28][CH:29]=[CH:30][CH:31]=3)([C:32]3[CH:33]=[CH:34][CH:35]=[CH:36][CH:37]=3)[O:14][SiH2:13][C:9]([CH3:12])([CH3:11])[CH3:10])[N:17]=[CH:18][C:19]2=[N:24][C:23]=1[CH3:25])=[O:6])[CH3:2]. The reactants are [CH2:1]([O:3][C:4](=[O:8])[C:5](Cl)=[O:6])[CH3:2].[C:9]([SiH2:13][O:14][C:15]([C:32]1[CH:37]=[CH:36][CH:35]=[CH:34][CH:33]=1)([C:26]1[CH:31]=[CH:30][CH:29]=[CH:28][CH:27]=1)[C:16]1[N:17]=[CH:18][C:19]2[N:20]([CH:22]=[C:23]([CH3:25])[N:24]=2)[CH:21]=1)([CH3:12])([CH3:11])[CH3:10].C(=O)([O-])[O-].[Na+].[Na+]. (2) The reactants are [NH:1]([C:5]1[CH:10]=[CH:9][C:8]([OH:11])=[CH:7][CH:6]=1)C(C)=O.[C:12](=O)([O-:14])[O-:13].[K+].[K+].[Si]([O-])([O-])([O-])[O-].[Al+3].[Si]([O-])([O-])([O-])[O-].[Si]([O-])([O-])([O-])[O-].[Al+3].[Al+3].[Al+3].C(=O)=O. No catalyst specified. The product is [NH2:1][C:5]1[CH:6]=[C:7]([C:12]([OH:14])=[O:13])[C:8]([OH:11])=[CH:9][CH:10]=1. The yield is 0.900. (3) The reactants are Cl[C:2]1[N:7]=[CH:6][N:5]=[C:4]([N:8]([CH2:10][C:11]([CH3:14])([CH3:13])[CH3:12])[CH3:9])[C:3]=1[N+:15]([O-:17])=[O:16].[NH2:18][C:19]1[CH:20]=[C:21]([CH:26]=[CH:27][C:28]=1[CH3:29])[C:22]([NH:24][CH3:25])=[O:23].CCN(C(C)C)C(C)C. The catalyst is O1CCOCC1. The product is [CH3:12][C:11]([CH3:14])([CH3:13])[CH2:10][N:8]([CH3:9])[C:4]1[N:5]=[CH:6][N:7]=[C:2]([NH:18][C:19]2[CH:20]=[C:21]([CH:26]=[CH:27][C:28]=2[CH3:29])[C:22]([NH:24][CH3:25])=[O:23])[C:3]=1[N+:15]([O-:17])=[O:16]. The yield is 0.800. (4) The reactants are [F:1][C:2]1[CH:3]=[C:4]([Mg]Br)[CH:5]=[C:6]([F:8])[CH:7]=1.[CH:11]12[O:16][CH:15]1[CH2:14][CH2:13][CH2:12]2. The catalyst is C1COCC1.[Cu]I. The product is [F:1][C:2]1[CH:3]=[C:4]([C@H:14]2[CH2:13][CH2:12][CH2:11][C@@H:15]2[OH:16])[CH:5]=[C:6]([F:8])[CH:7]=1. The yield is 0.900.